From a dataset of Catalyst prediction with 721,799 reactions and 888 catalyst types from USPTO. Predict which catalyst facilitates the given reaction. (1) Reactant: Cl[CH2:2][CH2:3][C:4]1[CH:5]=[C:6]2[C:11](=[CH:12][CH:13]=1)[NH:10][C:9](=[O:14])[CH2:8][CH2:7]2.[Cl:15][C:16]1[S:20][C:19]([C:21]2([OH:27])[CH2:26][CH2:25][NH:24][CH2:23][CH2:22]2)=[CH:18][CH:17]=1.C(=O)([O-])[O-].[K+].[K+].C(=O)([O-])O.[Na+]. Product: [Cl:15][C:16]1[S:20][C:19]([C:21]2([OH:27])[CH2:22][CH2:23][N:24]([CH2:2][CH2:3][C:4]3[CH:5]=[C:6]4[C:11](=[CH:12][CH:13]=3)[NH:10][C:9](=[O:14])[CH2:8][CH2:7]4)[CH2:25][CH2:26]2)=[CH:18][CH:17]=1. The catalyst class is: 3. (2) Reactant: [N-:1]=[N+:2]=[N-:3].[Na+].[CH3:5][O:6][C:7]([C:9]1[CH:10]=[C:11]([C:22]2[CH:27]=[CH:26][C:25]([CH3:28])=[CH:24][CH:23]=2)[CH:12]=[C:13](/[N:15]=[C:16](\Cl)/[C:17]([F:20])([F:19])[F:18])[CH:14]=1)=[O:8]. Product: [CH3:5][O:6][C:7]([C:9]1[CH:10]=[C:11]([C:22]2[CH:27]=[CH:26][C:25]([CH3:28])=[CH:24][CH:23]=2)[CH:12]=[C:13]([N:15]2[C:16]([C:17]([F:20])([F:19])[F:18])=[N:3][N:2]=[N:1]2)[CH:14]=1)=[O:8]. The catalyst class is: 10. (3) Reactant: COC1C=CC(C[N:8]2[CH:12]=[C:11]([C:13]3[N:14]=[C:15]([NH:22][C:23]4[N:28]=[C:27]([CH3:29])[CH:26]=[CH:25][N:24]=4)[S:16][C:17]=3[C:18]([F:21])([F:20])[F:19])[CH:10]=[N:9]2)=CC=1.FC(F)(F)S(O)(=O)=O.C([O-])([O-])=O.[Na+].[Na+]. Product: [CH3:29][C:27]1[CH:26]=[CH:25][N:24]=[C:23]([NH:22][C:15]2[S:16][C:17]([C:18]([F:21])([F:19])[F:20])=[C:13]([C:11]3[CH:10]=[N:9][NH:8][CH:12]=3)[N:14]=2)[N:28]=1. The catalyst class is: 67. (4) Reactant: Br[C:2]1[CH:7]=[CH:6][C:5]([C:8]2[NH:12][C:11]([C@@H:13]3[CH2:17][C@H:16]([CH3:18])[CH2:15][N:14]3[C:19]([O:21][C:22]([CH3:25])([CH3:24])[CH3:23])=[O:20])=[N:10][CH:9]=2)=[CH:4][CH:3]=1.[CH3:26][C:27]1([CH3:43])[C:31]([CH3:33])([CH3:32])[O:30][B:29]([B:29]2[O:30][C:31]([CH3:33])([CH3:32])[C:27]([CH3:43])([CH3:26])[O:28]2)[O:28]1.C([O-])(=O)C.[K+]. Product: [CH3:18][C@@H:16]1[CH2:15][N:14]([C:19]([O:21][C:22]([CH3:25])([CH3:24])[CH3:23])=[O:20])[C@H:13]([C:11]2[NH:12][C:8]([C:5]3[CH:6]=[CH:7][C:2]([B:29]4[O:30][C:31]([CH3:33])([CH3:32])[C:27]([CH3:43])([CH3:26])[O:28]4)=[CH:3][CH:4]=3)=[CH:9][N:10]=2)[CH2:17]1. The catalyst class is: 77. (5) Reactant: [CH:1]([PH:3](=[O:6])[CH:4]=[CH2:5])=[CH2:2].[CH2:7]([NH2:14])[C:8]1[CH:13]=[CH:12][CH:11]=[CH:10][CH:9]=1.[CH2:15]1[CH2:19]O[CH2:17][CH2:16]1. Product: [CH2:7]([N:14]1[CH2:5][CH2:4][P:3](=[O:6])([CH2:17][CH:16]2[CH2:19][CH2:15]2)[CH2:1][CH2:2]1)[C:8]1[CH:13]=[CH:12][CH:11]=[CH:10][CH:9]=1. The catalyst class is: 6. (6) Reactant: [CH2:1]([C:6]1[S:10][C:9]([NH:11][C:12]([C:14]2[N:15]([CH3:22])[CH:16]=[C:17]([N+:19]([O-])=O)[CH:18]=2)=[O:13])=[N:8][C:7]=1[C:23]([NH:25][CH2:26][CH2:27][N:28]1[CH2:33][CH2:32][O:31][CH2:30][CH2:29]1)=[O:24])[CH2:2][CH:3]([CH3:5])[CH3:4].N#N. Product: [NH2:19][C:17]1[CH:18]=[C:14]([C:12]([NH:11][C:9]2[S:10][C:6]([CH2:1][CH2:2][CH:3]([CH3:5])[CH3:4])=[C:7]([C:23]([NH:25][CH2:26][CH2:27][N:28]3[CH2:29][CH2:30][O:31][CH2:32][CH2:33]3)=[O:24])[N:8]=2)=[O:13])[N:15]([CH3:22])[CH:16]=1. The catalyst class is: 19. (7) Reactant: [Br:1][C:2]1[S:3][CH:4]=[C:5]([C@@H:7]2[CH2:9][C@H:8]2[C:10]([O:12]CC)=[O:11])[N:6]=1.[OH-].[Na+].Cl. Product: [Br:1][C:2]1[S:3][CH:4]=[C:5]([C@@H:7]2[CH2:9][C@H:8]2[C:10]([OH:12])=[O:11])[N:6]=1. The catalyst class is: 219.